This data is from Full USPTO retrosynthesis dataset with 1.9M reactions from patents (1976-2016). The task is: Predict the reactants needed to synthesize the given product. Given the product [Cl:13][C:10]1[N:9]=[C:8]([C:14]([NH:16][C:17]2[CH:21]=[CH:20][N:19]([CH3:22])[N:18]=2)=[O:15])[C:7]([S:30][C:27]2[CH:28]=[CH:29][C:24]([OH:23])=[CH:25][CH:26]=2)=[CH:12][CH:11]=1, predict the reactants needed to synthesize it. The reactants are: CN(C)C=O.Cl[C:7]1[C:8]([C:14]([NH:16][C:17]2[CH:21]=[CH:20][N:19]([CH3:22])[N:18]=2)=[O:15])=[N:9][C:10]([Cl:13])=[CH:11][CH:12]=1.[OH:23][C:24]1[CH:29]=[CH:28][C:27]([SH:30])=[CH:26][CH:25]=1.C(=O)([O-])[O-].[K+].[K+].